Dataset: Full USPTO retrosynthesis dataset with 1.9M reactions from patents (1976-2016). Task: Predict the reactants needed to synthesize the given product. (1) Given the product [CH3:1][CH2:2][CH2:3][CH2:4][CH2:5][NH:6][C:7]([NH:9]/[N:10]=[CH:11]/[C:12]1[C:16]2[CH:17]=[C:18]([O:21][CH3:22])[CH:19]=[CH:20][C:15]=2[NH:14][CH:13]=1)=[NH:8].[C:23]([O-:26])(=[O:25])[CH3:24], predict the reactants needed to synthesize it. The reactants are: [CH3:1][CH2:2][CH2:3][CH2:4][CH2:5][NH:6][C:7]([NH:9]/[N:10]=[CH:11]/[C:12]1[C:16]2[CH:17]=[C:18]([O:21][CH3:22])[CH:19]=[CH:20][C:15]=2[NH:14][CH:13]=1)=[NH:8].[C:23]([O:26]CC)(=[O:25])[CH3:24]. (2) Given the product [CH2:12]([NH:19][C@H:7]1[CH2:8][CH2:9][N:4]([C:1](=[O:3])[CH3:2])[CH2:5][C@H:6]1[CH3:11])[C:13]1[CH:18]=[CH:17][CH:16]=[CH:15][CH:14]=1, predict the reactants needed to synthesize it. The reactants are: [C:1]([N:4]1[CH2:9][CH2:8][C:7](=O)[CH:6]([CH3:11])[CH2:5]1)(=[O:3])[CH3:2].[CH2:12]([NH2:19])[C:13]1[CH:18]=[CH:17][CH:16]=[CH:15][CH:14]=1.